This data is from Forward reaction prediction with 1.9M reactions from USPTO patents (1976-2016). The task is: Predict the product of the given reaction. Given the reactants [NH2:1][C:2]1[CH:3]=[N:4][CH:5]=[CH:6][C:7]=1[N:8]1[CH2:13][CH2:12][C@@H:11]([F:14])[C@H:10]([NH:15][C:16](=[O:22])[O:17][C:18]([CH3:21])([CH3:20])[CH3:19])[CH2:9]1.[NH2:23][C:24]1[C:25]([C:31](O)=[O:32])=[N:26][C:27]([Br:30])=[CH:28][CH:29]=1, predict the reaction product. The product is: [NH2:23][C:24]1[C:25]([C:31]([NH:1][C:2]2[CH:3]=[N:4][CH:5]=[CH:6][C:7]=2[N:8]2[CH2:13][CH2:12][C@@H:11]([F:14])[C@H:10]([NH:15][C:16](=[O:22])[O:17][C:18]([CH3:19])([CH3:21])[CH3:20])[CH2:9]2)=[O:32])=[N:26][C:27]([Br:30])=[CH:28][CH:29]=1.